Dataset: Peptide-MHC class I binding affinity with 185,985 pairs from IEDB/IMGT. Task: Regression. Given a peptide amino acid sequence and an MHC pseudo amino acid sequence, predict their binding affinity value. This is MHC class I binding data. (1) The peptide sequence is VMTDGPANK. The MHC is HLA-B15:17 with pseudo-sequence HLA-B15:17. The binding affinity (normalized) is 0.0847. (2) The peptide sequence is GEHWLGRIW. The MHC is HLA-A30:01 with pseudo-sequence HLA-A30:01. The binding affinity (normalized) is 0.0847. (3) The peptide sequence is EEDEGEELF. The MHC is HLA-A31:01 with pseudo-sequence HLA-A31:01. The binding affinity (normalized) is 0.0847. (4) The peptide sequence is TYQWIIRNW. The MHC is HLA-A69:01 with pseudo-sequence HLA-A69:01. The binding affinity (normalized) is 0.0847. (5) The peptide sequence is AVFIFYLL. The MHC is H-2-Db with pseudo-sequence H-2-Db. The binding affinity (normalized) is 0. (6) The peptide sequence is STYWLMAGL. The MHC is HLA-A68:02 with pseudo-sequence HLA-A68:02. The binding affinity (normalized) is 1.00. (7) The peptide sequence is RTWFYRTEF. The MHC is HLA-C15:02 with pseudo-sequence HLA-C15:02. The binding affinity (normalized) is 0.552.